From a dataset of Reaction yield outcomes from USPTO patents with 853,638 reactions. Predict the reaction yield, written as a fraction of the theoretical maximum amount of product (1.0 means a 100% yield; for example, 0.34 means a 34% yield). The reactants are C([O:3][C:4](=[O:34])[C:5]1[CH:10]=[CH:9][CH:8]=[C:7]([O:11][C:12]2[N:13]([CH2:31][CH2:32][CH3:33])[C:14](=[O:30])[C:15]3[NH:16][C:17]([C:21]45[CH2:28][CH:27]6[CH2:29][CH:23]([CH2:24][CH:25]4[CH2:26]6)[CH2:22]5)=[N:18][C:19]=3[N:20]=2)[CH:6]=1)C.[OH-].[Na+]. The catalyst is C(O)C.C1COCC1. The product is [CH2:24]1[CH:25]2[C:21]3([C:17]4[NH:16][C:15]5[C:14](=[O:30])[N:13]([CH2:31][CH2:32][CH3:33])[C:12]([O:11][C:7]6[CH:6]=[C:5]([CH:10]=[CH:9][CH:8]=6)[C:4]([OH:34])=[O:3])=[N:20][C:19]=5[N:18]=4)[CH2:28][CH:27]([CH2:29][CH:23]1[CH2:22]3)[CH2:26]2. The yield is 0.590.